Dataset: Peptide-MHC class II binding affinity with 134,281 pairs from IEDB. Task: Regression. Given a peptide amino acid sequence and an MHC pseudo amino acid sequence, predict their binding affinity value. This is MHC class II binding data. The peptide sequence is EPFPKRVWEQIFSTW. The MHC is HLA-DPA10301-DPB10402 with pseudo-sequence HLA-DPA10301-DPB10402. The binding affinity (normalized) is 0.510.